The task is: Predict the product of the given reaction.. This data is from Forward reaction prediction with 1.9M reactions from USPTO patents (1976-2016). (1) Given the reactants C(#N)C.[CH2:4]([O:6][C:7]1[CH:12]=[CH:11][C:10]2=[N:13][C:14]([C:16]3[CH:17]=[CH:18][C:19]([C:25]([F:28])([F:27])[F:26])=[C:20]([CH:24]=3)[C:21](O)=[O:22])=[CH:15][N:9]2[N:8]=1)[CH3:5].[C:29]([NH2:33])([CH3:32])([CH3:31])[CH3:30].F[P-](F)(F)(F)(F)F.N1(O[P+](N(C)C)(N(C)C)N(C)C)C2C=CC=CC=2N=N1, predict the reaction product. The product is: [C:29]([NH:33][C:21](=[O:22])[C:20]1[CH:24]=[C:16]([C:14]2[N:13]=[C:10]3[N:9]([CH:15]=2)[N:8]=[C:7]([O:6][CH2:4][CH3:5])[CH:12]=[CH:11]3)[CH:17]=[CH:18][C:19]=1[C:25]([F:27])([F:28])[F:26])([CH3:32])([CH3:31])[CH3:30]. (2) Given the reactants [CH3:1][C:2]1[CH:7]=[CH:6][CH:5]=[C:4]([CH3:8])[C:3]=1[N:9]=[C:10]=[S:11].[CH2:12]([NH2:14])[CH3:13], predict the reaction product. The product is: [CH3:8][C:4]1[CH:5]=[CH:6][CH:7]=[C:2]([CH3:1])[C:3]=1[NH:9][C:10]([NH:14][CH2:12][CH3:13])=[S:11].